From a dataset of Full USPTO retrosynthesis dataset with 1.9M reactions from patents (1976-2016). Predict the reactants needed to synthesize the given product. (1) The reactants are: CN(C)C=O.[OH:6][C:7]1[CH:12]=[CH:11][C:10]([C:13](=[O:24])[C:14]2[CH:19]=[CH:18][C:17]([N+:20]([O-:22])=[O:21])=[C:16]([CH3:23])[CH:15]=2)=[CH:9][CH:8]=1.C(N(CC)CC)C.[CH3:32][S:33](Cl)(=[O:35])=[O:34]. Given the product [CH3:32][S:33]([O:6][C:7]1[CH:12]=[CH:11][C:10]([C:13](=[O:24])[C:14]2[CH:19]=[CH:18][C:17]([N+:20]([O-:22])=[O:21])=[C:16]([CH3:23])[CH:15]=2)=[CH:9][CH:8]=1)(=[O:35])=[O:34], predict the reactants needed to synthesize it. (2) Given the product [CH:17]1[C:16]([N+:19]([O-:21])=[O:20])=[CH:15][CH:14]=[C:13]([S:12][C@@H:10]2[O:11][C@H:6]([CH2:5][OH:4])[C@@H:7]([OH:30])[C@H:8]([OH:26])[C@H:9]2[OH:22])[CH:18]=1, predict the reactants needed to synthesize it. The reactants are: CC([O:4][CH2:5][C@H:6]1[O:11][C@@H:10]([S:12][C:13]2[CH:18]=[CH:17][C:16]([N+:19]([O-:21])=[O:20])=[CH:15][CH:14]=2)[C@H:9]([O:22]C(C)=O)[C@@H:8]([O:26]C(C)=O)[C@@H:7]1[O:30]C(C)=O)=O.C[O-].[Na+].